From a dataset of Catalyst prediction with 721,799 reactions and 888 catalyst types from USPTO. Predict which catalyst facilitates the given reaction. (1) Reactant: [NH2:1][CH:2]([C:5]([O:7][CH3:8])=[O:6])[CH2:3][OH:4].[CH3:9][O:10][C:11]1[CH:16]=[CH:15][C:14]([S:17](Cl)(=[O:19])=[O:18])=[CH:13][CH:12]=1. Product: [OH:4][CH2:3][CH:2]([NH:1][S:17]([C:14]1[CH:13]=[CH:12][C:11]([O:10][CH3:9])=[CH:16][CH:15]=1)(=[O:19])=[O:18])[C:5]([O:7][CH3:8])=[O:6]. The catalyst class is: 347. (2) Reactant: [Al+3].[Cl-].[Cl-].[Cl-].[Cl:5][C:6]1[N:7]=[N:8][C:9](Cl)=[CH:10][CH:11]=1.[CH:13]1[C:14]([C:22]([O:24][CH2:25][CH3:26])=[O:23])=[CH:15][N:16]2[C:21]=1[CH:20]=[CH:19][CH:18]=[CH:17]2. Product: [Cl:5][C:6]1[N:7]=[N:8][C:9]([C:15]2[N:16]3[C:21]([CH:20]=[CH:19][CH:18]=[CH:17]3)=[CH:13][C:14]=2[C:22]([O:24][CH2:25][CH3:26])=[O:23])=[CH:10][CH:11]=1. The catalyst class is: 26. (3) Reactant: [NH2:1][C:2]1[C:7]2=[C:8]([C:14]3[CH:19]=[CH:18][C:17]([NH:20][C:21]([NH:23][C:24]4[CH:29]=[C:28]([C:30]([F:33])([F:32])[F:31])[CH:27]=[CH:26][C:25]=4[F:34])=[O:22])=[C:16](F)[CH:15]=3)[C:9]([CH2:11][O:12][CH3:13])=[CH:10][N:6]2[N:5]=[CH:4][N:3]=1.[Cl-:36].[CH3:37][N+:38]1[CH2:39][CH2:40][O:41][CH2:42][CH:43]=1. Product: [ClH:36].[NH2:1][C:2]1[C:7]2=[C:8]([C:14]3[CH:19]=[CH:18][C:17]([NH:20][C:21]([NH:23][C:24]4[CH:29]=[C:28]([C:30]([F:33])([F:31])[F:32])[CH:27]=[CH:26][C:25]=4[F:34])=[O:22])=[CH:16][CH:15]=3)[C:9]([CH2:11][O:12][CH3:13])=[C:10]([CH:43]3[CH2:42][O:41][CH2:40][CH2:39][N:38]3[CH3:37])[N:6]2[N:5]=[CH:4][N:3]=1. The catalyst class is: 3. (4) Reactant: [CH3:1][O:2][C:3](=[O:24])[C:4]1[CH:9]=[CH:8][C:7]([OH:10])=[CH:6][C:5]=1[NH:11][C:12](=[O:23])[C:13]1[CH:18]=[CH:17][C:16]([C:19]([CH3:22])([CH3:21])[CH3:20])=[CH:15][CH:14]=1.O[CH2:26][CH2:27][CH2:28][O:29][N:30]=[CH:31][C:32]1[C:40]2[C:35](=[CH:36][CH:37]=[CH:38][CH:39]=2)[N:34]([CH2:41][C:42]2[CH:47]=[CH:46][CH:45]=[CH:44][CH:43]=2)[CH:33]=1.C1(P(C2C=CC=CC=2)C2C=CC=CC=2)C=CC=CC=1.N(C(OC(C)C)=O)=NC(OC(C)C)=O. Product: [CH3:1][O:2][C:3](=[O:24])[C:4]1[CH:9]=[CH:8][C:7]([O:10][CH2:26][CH2:27][CH2:28][O:29]/[N:30]=[CH:31]/[C:32]2[C:40]3[C:35](=[CH:36][CH:37]=[CH:38][CH:39]=3)[N:34]([CH2:41][C:42]3[CH:47]=[CH:46][CH:45]=[CH:44][CH:43]=3)[CH:33]=2)=[CH:6][C:5]=1[NH:11][C:12](=[O:23])[C:13]1[CH:14]=[CH:15][C:16]([C:19]([CH3:20])([CH3:21])[CH3:22])=[CH:17][CH:18]=1. The catalyst class is: 334. (5) Reactant: [CH2:1]([C@@H:8]1[C@@H:16]([O:17]/[CH:18]=[CH:19]/[C:20](=[O:22])[CH3:21])[C@H:15]([CH3:23])[O:14][C:13](=[O:24])[C@@H:12]([NH:25][C:26](=[O:32])[O:27][C:28]([CH3:31])([CH3:30])[CH3:29])[CH2:11][O:10][CH2:9]1)[C:2]1[CH:7]=[CH:6][CH:5]=[CH:4][CH:3]=1. Product: [CH2:1]([C@@H:8]1[C@@H:16]([O:17][CH2:18][CH2:19][C:20](=[O:22])[CH3:21])[C@H:15]([CH3:23])[O:14][C:13](=[O:24])[C@@H:12]([NH:25][C:26](=[O:32])[O:27][C:28]([CH3:31])([CH3:30])[CH3:29])[CH2:11][O:10][CH2:9]1)[C:2]1[CH:3]=[CH:4][CH:5]=[CH:6][CH:7]=1.[CH2:1]([C@@H:8]1[C@@H:16]([O:17][CH2:18][CH2:19][CH:20]([OH:22])[CH3:21])[C@H:15]([CH3:23])[O:14][C:13](=[O:24])[C@@H:12]([NH:25][C:26](=[O:32])[O:27][C:28]([CH3:29])([CH3:31])[CH3:30])[CH2:11][O:10][CH2:9]1)[C:2]1[CH:3]=[CH:4][CH:5]=[CH:6][CH:7]=1. The catalyst class is: 99. (6) Reactant: [Br:1][C:2]1[CH:11]=[CH:10][C:5]([C:6]([O:8][CH3:9])=[O:7])=[C:4]([CH2:12]Br)[CH:3]=1.[CH3:14][O-:15].[Na+].C(Cl)Cl.O. Product: [Br:1][C:2]1[CH:11]=[CH:10][C:5]([C:6]([O:8][CH3:9])=[O:7])=[C:4]([CH2:12][O:15][CH3:14])[CH:3]=1. The catalyst class is: 1.